This data is from Full USPTO retrosynthesis dataset with 1.9M reactions from patents (1976-2016). The task is: Predict the reactants needed to synthesize the given product. (1) The reactants are: C([O:5][C:6](=O)[NH:7][CH2:8][CH2:9][O:10][C:11]1[CH:16]=[CH:15][CH:14]=[CH:13][C:12]=1[O:17][CH3:18])C(C)C.C[C:21]([CH3:24])([O-:23])[CH3:22].[Li+].C([O:30]C[C@H]1CO1)(C)(C)C. Given the product [CH3:18][O:17][C:12]1[CH:13]=[CH:14][CH:15]=[CH:16][C:11]=1[O:10][CH2:9][CH2:8][N:7]1[CH2:22][C@H:21]([CH2:24][OH:30])[O:23][C:6]1=[O:5], predict the reactants needed to synthesize it. (2) Given the product [C:28]([C:31]1[CH:36]=[C:35]([N:4]2[C:5](=[O:27])[C:6]([CH2:12][C:13]3[CH:18]=[CH:17][C:16]([C:19]4[C:20]([C:25]#[N:26])=[CH:21][CH:22]=[CH:23][CH:24]=4)=[CH:15][CH:14]=3)=[C:7]([CH2:9][CH2:10][CH3:11])[N:8]=[C:3]2[CH2:1][CH3:2])[CH:34]=[CH:33][CH:32]=1)(=[O:30])[CH3:29], predict the reactants needed to synthesize it. The reactants are: [CH2:1]([C:3]1[NH:4][C:5](=[O:27])[C:6]([CH2:12][C:13]2[CH:18]=[CH:17][C:16]([C:19]3[C:20]([C:25]#[N:26])=[CH:21][CH:22]=[CH:23][CH:24]=3)=[CH:15][CH:14]=2)=[C:7]([CH2:9][CH2:10][CH3:11])[N:8]=1)[CH3:2].[C:28]([C:31]1[CH:32]=[C:33](B(O)O)[CH:34]=[CH:35][CH:36]=1)(=[O:30])[CH3:29].C(N(CC)CC)C.N1C=CC=CC=1. (3) The reactants are: [CH2:1]([C:4]1[C:8]([C:9]([O:11][CH2:12][CH3:13])=[O:10])=[CH:7][NH:6][N:5]=1)[CH2:2][CH3:3].[F:14][C:15]([F:25])([F:24])[C:16]1[CH:23]=[CH:22][C:19]([CH2:20]Br)=[CH:18][CH:17]=1.C(=O)([O-])[O-].[K+].[K+]. Given the product [CH2:1]([C:4]1[C:8]([C:9]([O:11][CH2:12][CH3:13])=[O:10])=[CH:7][N:6]([CH2:20][C:19]2[CH:18]=[CH:17][C:16]([C:15]([F:14])([F:24])[F:25])=[CH:23][CH:22]=2)[N:5]=1)[CH2:2][CH3:3], predict the reactants needed to synthesize it. (4) Given the product [Br:1][C:2]1[CH:3]=[CH:4][C:5]([CH:8]([C:9]2[C:10]([F:16])=[CH:11][CH:12]=[CH:13][C:14]=2[F:15])[C:21](=[O:22])[C:20]#[C:19][Si:18]([CH3:27])([CH3:26])[CH3:17])=[N:6][CH:7]=1, predict the reactants needed to synthesize it. The reactants are: [Br:1][C:2]1[CH:3]=[CH:4][C:5]([CH2:8][C:9]2[C:14]([F:15])=[CH:13][CH:12]=[CH:11][C:10]=2[F:16])=[N:6][CH:7]=1.[CH3:17][Si:18]([CH3:27])([CH3:26])[C:19]#[C:20][C:21](OCC)=[O:22]. (5) Given the product [NH2:23][C:20]1[S:19][C:18]([O:17][C:13]2[CH:14]=[C:15]([CH3:16])[C:7]3[CH:6]([CH2:5][C:4]([OH:24])=[O:3])[O:10][B:9]([OH:11])[C:8]=3[CH:12]=2)=[N:22][N:21]=1, predict the reactants needed to synthesize it. The reactants are: C([O:3][C:4](=[O:24])[CH2:5][CH:6]1[O:10][B:9]([OH:11])[C:8]2[CH:12]=[C:13]([O:17][C:18]3[S:19][C:20]([NH2:23])=[N:21][N:22]=3)[CH:14]=[C:15]([CH3:16])[C:7]1=2)C.[Li+].[OH-].Cl. (6) Given the product [C:25]([O:24][C:22]([N:1]1[C:5]2[CH:6]=[CH:7][C:8]([C:10]([OH:12])=[O:11])=[CH:9][C:4]=2[N:3]=[CH:2]1)=[O:23])([CH3:28])([CH3:27])[CH3:26], predict the reactants needed to synthesize it. The reactants are: [N:1]1[C:5]2[CH:6]=[CH:7][C:8]([C:10]([OH:12])=[O:11])=[CH:9][C:4]=2[NH:3][CH:2]=1.C(N(C(C)C)CC)(C)C.[C:22](O[C:22]([O:24][C:25]([CH3:28])([CH3:27])[CH3:26])=[O:23])([O:24][C:25]([CH3:28])([CH3:27])[CH3:26])=[O:23]. (7) Given the product [F:1][C:2]1[CH:10]=[C:9]([O:11][C:12]([F:13])([F:14])[F:15])[CH:8]=[CH:7][C:3]=1[NH:35][C:38](=[O:23])[O:44][C:41]([CH3:43])([CH3:42])[CH3:40], predict the reactants needed to synthesize it. The reactants are: [F:1][C:2]1[CH:10]=[C:9]([O:11][C:12]([F:15])([F:14])[F:13])[CH:8]=[CH:7][C:3]=1C(O)=O.C1C=CC(P(N=[N+]=[N-])(C2C=CC=CC=2)=[O:23])=CC=1.CC[N:35]([CH2:38]C)CC.[CH3:40][C:41]([OH:44])([CH3:43])[CH3:42]. (8) The reactants are: [Br:1][C:2]1[N:3]=[C:4]([C:8]([NH:10][C@H:11]2[CH2:16][CH2:15][N:14]([C:17]3[S:18][C:19]([C:23]([O:25]CC)=[O:24])=[C:20]([CH3:22])[N:21]=3)[CH2:13][C@H:12]2[O:28][CH3:29])=[O:9])[NH:5][C:6]=1[CH3:7].[OH-].[Li+]. Given the product [Br:1][C:2]1[N:3]=[C:4]([C:8]([NH:10][C@H:11]2[CH2:16][CH2:15][N:14]([C:17]3[S:18][C:19]([C:23]([OH:25])=[O:24])=[C:20]([CH3:22])[N:21]=3)[CH2:13][C@H:12]2[O:28][CH3:29])=[O:9])[NH:5][C:6]=1[CH3:7], predict the reactants needed to synthesize it. (9) Given the product [O:25]=[C:7]([C@H:8]([CH3:24])[C@@H:9]([O:15][C:16]([O:18][CH2:19][C:20]([Cl:21])([Cl:22])[Cl:23])=[O:17])[C@@H:10]([CH3:14])[CH2:11][CH:12]=[CH2:13])[C:6]([CH3:27])([CH3:26])[CH:5]=[O:4], predict the reactants needed to synthesize it. The reactants are: C([O:4][CH:5](OC(C)C)[C:6]([CH3:27])([CH3:26])[C:7](=[O:25])[C@H:8]([CH3:24])[C@@H:9]([O:15][C:16]([O:18][CH2:19][C:20]([Cl:23])([Cl:22])[Cl:21])=[O:17])[C@@H:10]([CH3:14])[CH2:11][CH:12]=[CH2:13])(C)C.O.C1(C)C=CC(S(O)(=O)=O)=CC=1.C([O-])(O)=O.[Na+].